This data is from Full USPTO retrosynthesis dataset with 1.9M reactions from patents (1976-2016). The task is: Predict the reactants needed to synthesize the given product. (1) Given the product [S:10]1[C:11]2[CH:16]=[CH:15][CH:14]=[CH:13][C:12]=2[C:8]([N:2]2[CH2:7][CH2:6][N:5]([CH2:18][CH2:19][C:20]3[CH:21]=[C:22]4[C:27](=[CH:28][CH:29]=3)[NH:26][C:25](=[O:30])[C:24]([CH3:31])([CH3:32])[CH:23]4[CH3:33])[CH2:4][CH2:3]2)=[N:9]1, predict the reactants needed to synthesize it. The reactants are: Cl.[N:2]1([C:8]2[C:12]3[CH:13]=[CH:14][CH:15]=[CH:16][C:11]=3[S:10][N:9]=2)[CH2:7][CH2:6][NH:5][CH2:4][CH2:3]1.Cl[CH2:18][CH2:19][C:20]1[CH:21]=[C:22]2[C:27](=[CH:28][CH:29]=1)[NH:26][C:25](=[O:30])[C:24]([CH3:32])([CH3:31])[CH:23]2[CH3:33]. (2) Given the product [S:1]1[C:5]2[CH:6]=[CH:7][CH:8]=[CH:9][C:4]=2[C:3]([N:10]2[CH2:15][CH2:14][N:13]([CH2:16][CH2:17][C:18]3[CH:19]=[C:20]4[C:24](=[CH:25][CH:26]=3)[CH2:23][C@H:22]([N:27]([CH3:32])[C:28](=[O:30])[CH3:29])[CH2:21]4)[CH2:12][CH2:11]2)=[N:2]1, predict the reactants needed to synthesize it. The reactants are: [S:1]1[C:5]2[CH:6]=[CH:7][CH:8]=[CH:9][C:4]=2[C:3]([N:10]2[CH2:15][CH2:14][N:13]([CH2:16][CH2:17][C:18]3[CH:19]=[C:20]4[C:24](=[CH:25][CH:26]=3)[CH2:23][C@H:22]([NH:27][C:28](=[O:30])[CH3:29])[CH2:21]4)[CH2:12][CH2:11]2)=[N:2]1.I[CH2:32]C. (3) Given the product [CH2:23]([O:22][C:20](=[O:21])[C:19]([O:10][C:7]1[CH:8]=[CH:9][C:4]([C:2](=[O:3])[CH3:1])=[C:5]([F:11])[CH:6]=1)([CH3:26])[CH3:25])[CH3:24], predict the reactants needed to synthesize it. The reactants are: [CH3:1][C:2]([C:4]1[CH:9]=[CH:8][C:7]([OH:10])=[CH:6][C:5]=1[F:11])=[O:3].C(=O)([O-])[O-].[Cs+].[Cs+].Br[C:19]([CH3:26])([CH3:25])[C:20]([O:22][CH2:23][CH3:24])=[O:21].OS([O-])(=O)=O.[K+].